From a dataset of Forward reaction prediction with 1.9M reactions from USPTO patents (1976-2016). Predict the product of the given reaction. (1) Given the reactants [OH:1][C:2]1[CH:7]=[C:6]([OH:8])[CH:5]=[CH:4][C:3]=1[C:9](=[O:11])[CH3:10].Br[CH2:13][C:14]([CH3:17])=[CH:15][CH3:16], predict the reaction product. The product is: [OH:1][C:2]1[C:7]([CH2:16][CH:15]=[C:14]([CH3:17])[CH3:13])=[C:6]([OH:8])[CH:5]=[CH:4][C:3]=1[C:9](=[O:11])[CH3:10]. (2) The product is: [Cl:8][C:6]1[N:5]=[C:4]([O:9][CH3:10])[N:3]=[C:2]([NH:24][CH2:23][CH2:22][C:20]2[CH:19]=[CH:18][C:16]3[O:17][C:13]([F:25])([F:12])[O:14][C:15]=3[CH:21]=2)[CH:7]=1. Given the reactants Cl[C:2]1[CH:7]=[C:6]([Cl:8])[N:5]=[C:4]([O:9][CH3:10])[N:3]=1.Cl.[F:12][C:13]1([F:25])[O:17][C:16]2[CH:18]=[CH:19][C:20]([CH2:22][CH2:23][NH2:24])=[CH:21][C:15]=2[O:14]1.C(=O)(O)[O-].[Na+], predict the reaction product.